This data is from Full USPTO retrosynthesis dataset with 1.9M reactions from patents (1976-2016). The task is: Predict the reactants needed to synthesize the given product. (1) Given the product [CH2:1]([N:8]1[CH2:9][CH:10]([CH2:16][OH:17])[CH:11]([CH2:13][CH2:14][OH:15])[CH2:12]1)[C:2]1[CH:3]=[CH:4][CH:5]=[CH:6][CH:7]=1, predict the reactants needed to synthesize it. The reactants are: [CH2:1]([N:8]1[CH2:12][CH:11]2[CH2:13][CH2:14][O:15][C:16](=[O:17])[CH:10]2[CH2:9]1)[C:2]1[CH:7]=[CH:6][CH:5]=[CH:4][CH:3]=1.[Li+].[BH4-]. (2) Given the product [CH2:1]([C:8]1[O:12][N:11]=[C:10]([C:13]([NH:15][C@H:16]2[CH2:22][O:21][C:20]3[CH:23]=[CH:24][C:25]([C:27]([NH:44][NH2:45])=[O:28])=[CH:26][C:19]=3[N:18]([CH3:30])[C:17]2=[O:31])=[O:14])[CH:9]=1)[C:2]1[CH:3]=[CH:4][CH:5]=[CH:6][CH:7]=1, predict the reactants needed to synthesize it. The reactants are: [CH2:1]([C:8]1[O:12][N:11]=[C:10]([C:13]([NH:15][C@H:16]2[CH2:22][O:21][C:20]3[CH:23]=[CH:24][C:25]([C:27](O)=[O:28])=[CH:26][C:19]=3[N:18]([CH3:30])[C:17]2=[O:31])=[O:14])[CH:9]=1)[C:2]1[CH:7]=[CH:6][CH:5]=[CH:4][CH:3]=1.C1N=CN(C(N2C=NC=C2)=O)C=1.[NH2:44][NH2:45]. (3) Given the product [CH2:29]([N:14]1[C:13]2[CH2:15][CH2:16][CH2:17][O:18][C:12]=2[S:11]/[C:10]/1=[N:9]\[C:7](=[O:8])[C:6]1[CH:19]=[C:2]([Cl:1])[CH:3]=[CH:4][C:5]=1[O:20][CH3:21])[CH2:30][CH2:31][CH3:32], predict the reactants needed to synthesize it. The reactants are: [Cl:1][C:2]1[CH:3]=[CH:4][C:5]([O:20][CH3:21])=[C:6]([CH:19]=1)[C:7]([NH:9][C:10]1[S:11][C:12]2[O:18][CH2:17][CH2:16][CH2:15][C:13]=2[N:14]=1)=[O:8].CC(C)([O-])C.[K+].Br[CH2:29][CH2:30][CH2:31][CH3:32]. (4) The reactants are: [C:1]([O:5][C:6](=[O:18])[NH:7][C:8]1[CH:13]=[C:12]([C:14]#[N:15])[CH:11]=[C:10](Br)[C:9]=1[Cl:17])([CH3:4])([CH3:3])[CH3:2].[Si:19]([O:26][CH2:27][CH:28]1[CH2:33][NH:32][CH2:31][CH2:30][N:29]1[CH:34]1[CH2:37][O:36][CH2:35]1)([C:22]([CH3:25])([CH3:24])[CH3:23])([CH3:21])[CH3:20].C1C=CC(P(C2C(C3C(P(C4C=CC=CC=4)C4C=CC=CC=4)=CC=C4C=3C=CC=C4)=C3C(C=CC=C3)=CC=2)C2C=CC=CC=2)=CC=1.C([O-])([O-])=O.[Cs+].[Cs+]. Given the product [C:1]([O:5][C:6](=[O:18])[NH:7][C:8]1[CH:13]=[C:12]([C:14]#[N:15])[CH:11]=[C:10]([N:32]2[CH2:31][CH2:30][N:29]([CH:34]3[CH2:37][O:36][CH2:35]3)[CH:28]([CH2:27][O:26][Si:19]([C:22]([CH3:25])([CH3:24])[CH3:23])([CH3:20])[CH3:21])[CH2:33]2)[C:9]=1[Cl:17])([CH3:4])([CH3:3])[CH3:2], predict the reactants needed to synthesize it. (5) Given the product [F:30][C:31]1([F:40])[CH2:36][CH2:35][CH:34]([C:37]([N:10]2[CH2:11][CH2:12][C:13]3[C:18](=[CH:17][CH:16]=[CH:15][CH:14]=3)[C@H:9]2[C:6]2[CH:5]=[CH:4][C:3]([C:2]([F:1])([F:19])[F:20])=[CH:8][CH:7]=2)=[O:38])[CH2:33][CH2:32]1, predict the reactants needed to synthesize it. The reactants are: [F:1][C:2]([F:20])([F:19])[C:3]1[CH:8]=[CH:7][C:6]([C@@H:9]2[C:18]3[C:13](=[CH:14][CH:15]=[CH:16][CH:17]=3)[CH2:12][CH2:11][NH:10]2)=[CH:5][CH:4]=1.CCN(C(C)C)C(C)C.[F:30][C:31]1([F:40])[CH2:36][CH2:35][CH:34]([C:37](O)=[O:38])[CH2:33][CH2:32]1.CN(C(ON1N=NC2C=CC=NC1=2)=[N+](C)C)C.F[P-](F)(F)(F)(F)F. (6) Given the product [Br:22][C:9]1[O:8][C:7]([CH2:6][CH2:5][OH:4])=[N:11][C:10]=1[C:12]1[CH:13]=[CH:14][C:15]([C:18]([F:21])([F:19])[F:20])=[CH:16][CH:17]=1, predict the reactants needed to synthesize it. The reactants are: C([O:4][CH2:5][CH2:6][C:7]1[O:8][C:9]([Br:22])=[C:10]([C:12]2[CH:17]=[CH:16][C:15]([C:18]([F:21])([F:20])[F:19])=[CH:14][CH:13]=2)[N:11]=1)(=O)C.C([O-])([O-])=O.[K+].[K+].